This data is from Forward reaction prediction with 1.9M reactions from USPTO patents (1976-2016). The task is: Predict the product of the given reaction. (1) Given the reactants [Br:1][C:2]1[N:7]=[C:6]2[N:8]([CH2:12][CH2:13][CH:14]3[CH2:19][CH2:18][O:17][C:16]([CH3:21])([CH3:20])[CH2:15]3)C(=O)[NH:10][C:5]2=[N:4][CH:3]=1.BrC1C(N)=NC=C(Br)N=1.Cl.CC1(C)CC(CCN)CCO1.C(N(C(C)C)CC)(C)C, predict the reaction product. The product is: [Br:1][C:2]1[N:7]=[C:6]([NH:8][CH2:12][CH2:13][CH:14]2[CH2:19][CH2:18][O:17][C:16]([CH3:20])([CH3:21])[CH2:15]2)[C:5]([NH2:10])=[N:4][CH:3]=1. (2) Given the reactants [CH3:1][O:2][CH2:3][O:4][C:5]1[C:6]([C:20](=[O:29])[C:21]2[CH:26]=[CH:25][C:24]([O:27][CH3:28])=[CH:23][CH:22]=2)=[C:7]([CH2:15][C:16]([O:18][CH3:19])=[O:17])[CH:8]=[C:9]([O:11][CH2:12][O:13][CH3:14])[CH:10]=1.[Br:30]N1C(=O)CCC1=O.O, predict the reaction product. The product is: [CH3:14][O:13][CH2:12][O:11][C:9]1[C:8]([Br:30])=[C:7]([CH2:15][C:16]([O:18][CH3:19])=[O:17])[C:6]([C:20](=[O:29])[C:21]2[CH:22]=[CH:23][C:24]([O:27][CH3:28])=[CH:25][CH:26]=2)=[C:5]([O:4][CH2:3][O:2][CH3:1])[CH:10]=1. (3) Given the reactants C(OC(=O)[NH:7][CH:8]1[CH2:12][CH2:11][N:10]([C:13](=O)[C:14]([F:23])([F:22])[CH2:15][C:16]2[CH:21]=[CH:20][CH:19]=[CH:18][CH:17]=2)[CH2:9]1)(C)(C)C.FC(F)(F)C(O)=O.B.C1COCC1, predict the reaction product. The product is: [F:23][C:14]([F:22])([CH2:15][C:16]1[CH:21]=[CH:20][CH:19]=[CH:18][CH:17]=1)[CH2:13][N:10]1[CH2:11][CH2:12][CH:8]([NH2:7])[CH2:9]1. (4) The product is: [S:10]1[C:6]2[CH:5]=[CH:4][CH:3]=[CH:2][C:7]=2[N:8]=[C:9]1[C:11]1[CH:12]=[C:13]([CH:31]=[CH:32][C:33]=1[Cl:74])[C:14]([NH:16][CH2:17][CH2:18][CH:19]1[CH2:20][CH2:21][N:22]([C:25]2[CH:26]=[CH:27][N:28]=[CH:29][CH:30]=2)[CH2:23][CH2:24]1)=[O:15]. Given the reactants Cl[C:2]1[C:7]2[N:8]=[C:9]([C:11]3[CH:12]=[C:13]([CH:31]=[CH:32][CH:33]=3)[C:14]([NH:16][CH2:17][CH2:18][CH:19]3[CH2:24][CH2:23][N:22]([C:25]4[CH:30]=[CH:29][N:28]=[CH:27][CH:26]=4)[CH2:21][CH2:20]3)=[O:15])[S:10][C:6]=2[CH:5]=[CH:4][CH:3]=1.FC(F)(F)C(O)=O.N1(C2C=CN=CC=2)CCC(CCN)CC1.S1C2C=CC=CC=2N=C1C1C=C(C=CC=1[Cl:74])C(O)=O.ClC1C2N=C(C3C=C(B(O)O)C=CC=3)SC=2C=CC=1.COC(=O)C1C=CC(Cl)=C(CO)C=1, predict the reaction product. (5) Given the reactants BrN1C(=O)CCC1=O.[Br:9][C:10]1[C:11](=[O:34])[N:12]([CH2:27][C:28]2[CH:33]=[CH:32][N:31]=[CH:30][CH:29]=2)[C:13]([CH3:26])=[CH:14][C:15]=1[NH:16][CH2:17][C:18]1[CH:23]=[CH:22][C:21]([F:24])=[CH:20][C:19]=1[F:25].C([O-])(O)=O.[Na+], predict the reaction product. The product is: [Br:9][C:10]1[C:11](=[O:34])[N:12]([CH2:27][C:28]2[CH:33]=[CH:32][N:31]=[CH:30][CH:29]=2)[C:13]([CH3:26])=[CH:14][C:15]=1[NH:16][CH2:17][C:18]1[CH:23]=[CH:22][C:21]([F:24])=[CH:20][C:19]=1[F:25]. (6) Given the reactants [C:1]([O-:4])(O)=O.[Na+].FC(F)(F)C(O)=O.[N:13]1([C:22]2[CH:27]=[CH:26][N:25]=[CH:24][CH:23]=2)[CH2:18][CH2:17][CH:16]([CH2:19][CH2:20][NH2:21])[CH2:15][CH2:14]1, predict the reaction product. The product is: [N:21]([CH2:20][CH2:19][CH:16]1[CH2:17][CH2:18][N:13]([C:22]2[CH:27]=[CH:26][N:25]=[CH:24][CH:23]=2)[CH2:14][CH2:15]1)=[C:1]=[O:4].